Dataset: NCI-60 drug combinations with 297,098 pairs across 59 cell lines. Task: Regression. Given two drug SMILES strings and cell line genomic features, predict the synergy score measuring deviation from expected non-interaction effect. (1) Drug 1: COC1=NC(=NC2=C1N=CN2C3C(C(C(O3)CO)O)O)N. Drug 2: C1=CC=C(C(=C1)C(C2=CC=C(C=C2)Cl)C(Cl)Cl)Cl. Cell line: ACHN. Synergy scores: CSS=54.1, Synergy_ZIP=0.288, Synergy_Bliss=-0.470, Synergy_Loewe=-24.1, Synergy_HSA=-0.935. (2) Drug 1: C1=CN(C(=O)N=C1N)C2C(C(C(O2)CO)O)O.Cl. Drug 2: CC12CCC3C(C1CCC2OP(=O)(O)O)CCC4=C3C=CC(=C4)OC(=O)N(CCCl)CCCl.[Na+]. Cell line: M14. Synergy scores: CSS=35.2, Synergy_ZIP=-3.77, Synergy_Bliss=1.09, Synergy_Loewe=-1.56, Synergy_HSA=0.982.